Dataset: Reaction yield outcomes from USPTO patents with 853,638 reactions. Task: Predict the reaction yield, written as a fraction of the theoretical maximum amount of product (1.0 means a 100% yield; for example, 0.34 means a 34% yield). (1) The reactants are [N:1]1([C:7]([C:9]2[CH:10]=[CH:11][C:12]([C:15]3[N:23]4[C:18]([CH:19]=[CH:20][CH:21]=[CH:22]4)=[CH:17][C:16]=3[C:24](=[O:26])[CH3:25])=[N:13][CH:14]=2)=[O:8])[CH2:6][CH2:5][O:4][CH2:3][CH2:2]1.[BH4-].[Na+]. The catalyst is CO. The product is [N:1]1([C:7]([C:9]2[CH:10]=[CH:11][C:12]([C:15]3[N:23]4[C:18]([CH:19]=[CH:20][CH:21]=[CH:22]4)=[CH:17][C:16]=3[CH:24]([OH:26])[CH3:25])=[N:13][CH:14]=2)=[O:8])[CH2:2][CH2:3][O:4][CH2:5][CH2:6]1. The yield is 0.990. (2) The reactants are [F:1][C:2]([F:20])([F:19])[CH2:3][NH:4][C:5]1[CH:14]=[CH:13][C:12]2[C:7](=[CH:8][C:9]([C:15]([O:17]C)=[O:16])=[CH:10][CH:11]=2)[N:6]=1.[OH-].[Li+]. The catalyst is O1CCCC1. The product is [F:20][C:2]([F:1])([F:19])[CH2:3][NH:4][C:5]1[CH:14]=[CH:13][C:12]2[C:7](=[CH:8][C:9]([C:15]([OH:17])=[O:16])=[CH:10][CH:11]=2)[N:6]=1. The yield is 0.400. (3) The reactants are Br[C:2]1[C:3]([Cl:13])=[CH:4][C:5]2[O:6][CH2:7][C:8](=[O:12])[NH:9][C:10]=2[N:11]=1.[C:14]1(/[CH:20]=[CH:21]/B(O)O)[CH:19]=[CH:18][CH:17]=[CH:16][CH:15]=1.C(=O)([O-])O.[K+]. The catalyst is O1CCOCC1.O.C(OCC)(=O)C. The product is [Cl:13][C:3]1[C:2](/[CH:21]=[CH:20]/[C:14]2[CH:19]=[CH:18][CH:17]=[CH:16][CH:15]=2)=[N:11][C:10]2[NH:9][C:8](=[O:12])[CH2:7][O:6][C:5]=2[CH:4]=1. The yield is 0.680. (4) The reactants are [H-].[Na+].[CH2:3]([OH:7])[CH2:4][CH:5]=[CH2:6].[NH2:8][C:9]1[CH:14]=[N:13][CH:12]=[C:11](Cl)[N:10]=1. The catalyst is O1CCOCC1.C(OCC)(=O)C. The product is [CH2:3]([O:7][C:11]1[N:10]=[C:9]([NH2:8])[CH:14]=[N:13][CH:12]=1)[CH2:4][CH:5]=[CH2:6]. The yield is 0.310.